Dataset: Forward reaction prediction with 1.9M reactions from USPTO patents (1976-2016). Task: Predict the product of the given reaction. (1) Given the reactants [CH3:1][C:2]1[C:11]2[C:6](=[CH:7][CH:8]=[CH:9][CH:10]=2)[C:5]([C:12]2[O:13][C:14](=[O:22])[C:15]3[N:21]=[CH:20][CH:19]=[CH:18][C:16]=3[N:17]=2)=[CH:4][CH:3]=1.[O:23]1[CH2:28][CH2:27][CH:26]([CH2:29][NH2:30])[CH2:25][CH2:24]1, predict the reaction product. The product is: [CH3:1][C:2]1[C:11]2[C:6](=[CH:7][CH:8]=[CH:9][CH:10]=2)[C:5]([C:12]([NH:17][C:16]2[C:15]([C:14]([NH:30][CH2:29][CH:26]3[CH2:27][CH2:28][O:23][CH2:24][CH2:25]3)=[O:22])=[N:21][CH:20]=[CH:19][CH:18]=2)=[O:13])=[CH:4][CH:3]=1. (2) Given the reactants C1C=CC(P(C2C=CC=CC=2)C2C=CC=CC=2)=CC=1.CCOC(/N=N/C(OCC)=O)=O.[OH:32][C:33]1[CH:34]=[C:35]2[C:40](=[CH:41][CH:42]=1)[NH:39][C:38](=[O:43])[CH:37]=[CH:36]2.[Cl:44][C:45]1[CH:46]=[C:47]([NH:52][C:53]2[N:54]=[CH:55][C:56]([CH2:59]O)=[N:57][CH:58]=2)[CH:48]=[CH:49][C:50]=1[Cl:51], predict the reaction product. The product is: [Cl:44][C:45]1[CH:46]=[C:47]([NH:52][C:53]2[N:54]=[CH:55][C:56]([CH2:59][O:32][C:33]3[CH:34]=[C:35]4[C:40](=[CH:41][CH:42]=3)[NH:39][C:38](=[O:43])[CH:37]=[CH:36]4)=[N:57][CH:58]=2)[CH:48]=[CH:49][C:50]=1[Cl:51].